Predict the reaction yield, written as a fraction of the theoretical maximum amount of product (1.0 means a 100% yield; for example, 0.34 means a 34% yield). From a dataset of Reaction yield outcomes from USPTO patents with 853,638 reactions. (1) The reactants are [CH2:1]([C:3]1[CH:4]=[N:5][C:6]([N:9]2[CH2:14][CH2:13][N:12]([C:15]3[N:22]=[CH:21][C:20](B4OC(C)(C)C(C)(C)O4)=[CH:19][C:16]=3[C:17]#[N:18])[CH2:11][CH2:10]2)=[N:7][CH:8]=1)[CH3:2].Br[C:33]1[CH:38]=[CH:37][C:36]([N:39]2[C:43](=[O:44])[N:42]([CH:45]([CH3:47])[CH3:46])[N:41]=[CH:40]2)=[C:35]([F:48])[CH:34]=1.C(=O)([O-])[O-].[Na+].[Na+]. The catalyst is CN(C)C=O.C1C=CC([P]([Pd]([P](C2C=CC=CC=2)(C2C=CC=CC=2)C2C=CC=CC=2)([P](C2C=CC=CC=2)(C2C=CC=CC=2)C2C=CC=CC=2)[P](C2C=CC=CC=2)(C2C=CC=CC=2)C2C=CC=CC=2)(C2C=CC=CC=2)C2C=CC=CC=2)=CC=1. The product is [CH2:1]([C:3]1[CH:4]=[N:5][C:6]([N:9]2[CH2:10][CH2:11][N:12]([C:15]3[N:22]=[CH:21][C:20]([C:33]4[CH:38]=[CH:37][C:36]([N:39]5[C:43](=[O:44])[N:42]([CH:45]([CH3:46])[CH3:47])[N:41]=[CH:40]5)=[C:35]([F:48])[CH:34]=4)=[CH:19][C:16]=3[C:17]#[N:18])[CH2:13][CH2:14]2)=[N:7][CH:8]=1)[CH3:2]. The yield is 0.392. (2) The reactants are CN(C(ON1N=NC2C=CC=NC1=2)=[N+](C)C)C.F[P-](F)(F)(F)(F)F.Cl.[NH2:26][C@@H:27]([C:52]([CH3:55])([CH3:54])[CH3:53])[C:28]([N:30]1[CH2:34][C@H:33]([OH:35])[CH2:32][C@H:31]1[C:36]([NH:38][CH2:39][C:40]1[CH:45]=[CH:44][C:43]([C:46]2[S:50][CH:49]=[N:48][C:47]=2[CH3:51])=[CH:42][CH:41]=1)=[O:37])=[O:29].[C:56]1(/[C:62](/[C:72]2[CH:95]=[CH:94][C:75]([O:76][CH2:77][CH2:78][N:79]([CH3:93])[CH2:80][CH2:81][O:82][CH2:83][CH2:84][O:85][CH2:86][CH2:87][O:88][CH2:89][C:90](O)=[O:91])=[CH:74][CH:73]=2)=[C:63](/[C:66]2[CH:71]=[CH:70][CH:69]=[CH:68][CH:67]=2)\[CH2:64][CH3:65])[CH:61]=[CH:60][CH:59]=[CH:58][CH:57]=1.CCN(C(C)C)C(C)C. The catalyst is CN(C=O)C. The product is [C:52]([C@H:27]([NH:26][C:90](=[O:91])[CH2:89][O:88][CH2:87][CH2:86][O:85][CH2:84][CH2:83][O:82][CH2:81][CH2:80][N:79]([CH3:93])[CH2:78][CH2:77][O:76][C:75]1[CH:74]=[CH:73][C:72](/[C:62](/[C:56]2[CH:57]=[CH:58][CH:59]=[CH:60][CH:61]=2)=[C:63](\[C:66]2[CH:67]=[CH:68][CH:69]=[CH:70][CH:71]=2)/[CH2:64][CH3:65])=[CH:95][CH:94]=1)[C:28]([N:30]1[CH2:34][C@H:33]([OH:35])[CH2:32][C@H:31]1[C:36]([NH:38][CH2:39][C:40]1[CH:45]=[CH:44][C:43]([C:46]2[S:50][CH:49]=[N:48][C:47]=2[CH3:51])=[CH:42][CH:41]=1)=[O:37])=[O:29])([CH3:55])([CH3:54])[CH3:53]. The yield is 0.300. (3) The reactants are [C:1]1([S:7]([N:10]2[CH2:15][CH2:14][N:13]([C:16]([C:18]3[NH:19][C:20]4[C:25]([CH:26]=3)=[CH:24][C:23]([C:27]([N:29]3[CH2:34][CH2:33][N:32]([CH:35]([CH3:37])[CH3:36])[CH2:31][CH2:30]3)=[O:28])=[CH:22][CH:21]=4)=[O:17])[CH2:12][CH2:11]2)(=[O:9])=[O:8])[CH:6]=[CH:5][CH:4]=[CH:3][CH:2]=1.[Cl:38][C:39]1[CH:40]=[C:41](B(O)O)[CH:42]=[CH:43][CH:44]=1. No catalyst specified. The product is [C:1]1([S:7]([N:10]2[CH2:11][CH2:12][N:13]([C:16]([C:18]3[N:19]([C:43]4[CH:42]=[CH:41][CH:40]=[C:39]([Cl:38])[CH:44]=4)[C:20]4[C:25]([CH:26]=3)=[CH:24][C:23]([C:27]([N:29]3[CH2:30][CH2:31][N:32]([CH:35]([CH3:37])[CH3:36])[CH2:33][CH2:34]3)=[O:28])=[CH:22][CH:21]=4)=[O:17])[CH2:14][CH2:15]2)(=[O:8])=[O:9])[CH:2]=[CH:3][CH:4]=[CH:5][CH:6]=1. The yield is 0.470. (4) The reactants are [CH2:1]([C:5]1[N:6]=[C:7]([CH3:27])[NH:8][C:9](=[O:26])[C:10]=1[CH2:11][C:12]1[CH:17]=[CH:16][C:15]([C:18]2[C:19]([C:24]#[N:25])=[CH:20][CH:21]=[CH:22][CH:23]=2)=[CH:14][CH:13]=1)[CH2:2][CH2:3][CH3:4].C(=O)([O-])[O-].[K+].[K+].Cl[CH2:35][C:36]1[N:40]=[C:39]([C:41]2[CH:45]=[CH:44][S:43][CH:42]=2)[O:38][N:37]=1.CN(C)C=O. The catalyst is C(OCC)(=O)C. The product is [CH2:1]([C:5]1[N:6]=[C:7]([CH3:27])[N:8]([CH2:35][C:36]2[N:40]=[C:39]([C:41]3[CH:45]=[CH:44][S:43][CH:42]=3)[O:38][N:37]=2)[C:9](=[O:26])[C:10]=1[CH2:11][C:12]1[CH:17]=[CH:16][C:15]([C:18]2[C:19]([C:24]#[N:25])=[CH:20][CH:21]=[CH:22][CH:23]=2)=[CH:14][CH:13]=1)[CH2:2][CH2:3][CH3:4]. The yield is 0.440. (5) The reactants are CC([O-])(C)C.[K+].CC1C=CC(S([CH2:17][N+:18]#[C-])(=O)=O)=CC=1.[Cl:20][C:21]1[CH:22]=[C:23]([CH:26]=[CH:27][C:28]=1[O:29][CH3:30])[CH:24]=O.CO. The catalyst is C1COCC1.O. The product is [Cl:20][C:21]1[CH:22]=[C:23]([CH2:24][C:17]#[N:18])[CH:26]=[CH:27][C:28]=1[O:29][CH3:30]. The yield is 0.830.